From a dataset of Full USPTO retrosynthesis dataset with 1.9M reactions from patents (1976-2016). Predict the reactants needed to synthesize the given product. (1) Given the product [CH3:31][C:30]1[O:26][N:27]=[C:28]([NH:33][C:16]([C:14]2[CH:13]=[CH:12][C:10]3[CH:11]=[C:3]4[C:2](=[O:1])[NH:8][CH2:7][CH2:6][CH2:5][N:4]4[C:9]=3[N:15]=2)=[O:18])[CH:29]=1, predict the reactants needed to synthesize it. The reactants are: [O:1]=[C:2]1[NH:8][CH2:7][CH2:6][CH2:5][N:4]2[C:9]3[N:15]=[C:14]([C:16]([OH:18])=O)[CH:13]=[CH:12][C:10]=3[CH:11]=[C:3]12.CN(C([O:26][N:27]1N=N[C:29]2[CH:30]=[CH:31]C=[N:33][C:28]1=2)=[N+](C)C)C.F[P-](F)(F)(F)(F)F.CCN(P1(N(C)CCCN1)=NC(C)(C)C)CC.CC1ON=C(N)C=1. (2) Given the product [CH2:13]([N:9]1[C:10]2[C:6](=[CH:5][C:4]([N+:1]([O-:3])=[O:2])=[CH:12][CH:11]=2)[CH:7]=[N:8]1)[CH:14]([CH3:17])[CH3:15], predict the reactants needed to synthesize it. The reactants are: [N+:1]([C:4]1[CH:5]=[C:6]2[C:10](=[CH:11][CH:12]=1)[NH:9][N:8]=[CH:7]2)([O-:3])=[O:2].[CH3:13][C:14]([CH3:17])([O-])[CH3:15].[K+].BrCC(C)C.C(OCC)(=O)C. (3) Given the product [NH:49]1[C:57]2[C:52](=[CH:53][C:54]([C:58]3[CH:59]=[C:60]([NH:64][C:22]([C:17]4[C:18](=[O:21])[O:19][C:20]5[C:15]([CH:16]=4)=[CH:14][CH:13]=[CH:12][C:11]=5[OH:10])=[O:24])[CH:61]=[CH:62][CH:63]=3)=[CH:55][CH:56]=2)[CH:51]=[CH:50]1, predict the reactants needed to synthesize it. The reactants are: CCN(C(C)C)C(C)C.[OH:10][C:11]1[CH:12]=[CH:13][CH:14]=[C:15]2[C:20]=1[O:19][C:18](=[O:21])[C:17]([C:22]([OH:24])=O)=[CH:16]2.CN(C(ON1N=NC2C=CC=NC1=2)=[N+](C)C)C.F[P-](F)(F)(F)(F)F.[NH:49]1[C:57]2[C:52](=[CH:53][C:54]([C:58]3[CH:59]=[C:60]([NH2:64])[CH:61]=[CH:62][CH:63]=3)=[CH:55][CH:56]=2)[CH:51]=[CH:50]1. (4) Given the product [C:15]1([CH2:21][CH2:22][CH2:23][OH:24])[CH:20]=[CH:19][CH:18]=[CH:17][CH:16]=1.[C:25]([NH:27][CH2:23][CH2:22][CH2:21][C:15]1[CH:16]=[CH:17][CH:18]=[CH:19][CH:20]=1)(=[O:8])[CH3:26], predict the reactants needed to synthesize it. The reactants are: [B-](F)(F)(F)F.C1[N+](=S(F)F)CC[O:8]C1.[C:15]1([CH2:21][CH2:22][CH2:23][OH:24])[CH:20]=[CH:19][CH:18]=[CH:17][CH:16]=1.[C:25](#[N:27])[CH3:26]. (5) The reactants are: [C:1]([O:5][C:6](=[O:15])[NH:7][C@@H:8]([CH2:11][CH:12]([CH3:14])[CH3:13])[CH2:9][OH:10])([CH3:4])([CH3:3])[CH3:2].Cl[C:17]1[CH:18]=[CH:19][C:20]2[C:30]3[C:25](=[CH:26][N:27]=[C:28]([NH:31][C:32](=[O:34])[CH3:33])[CH:29]=3)[CH:24]([CH3:35])[O:23][C:21]=2[CH:22]=1. Given the product [C:1]([O:5][C:6](=[O:15])[NH:7][C@@H:8]([CH2:11][CH:12]([CH3:13])[CH3:14])[CH2:9][O:10][C:17]1[CH:18]=[CH:19][C:20]2[C:30]3[C:25](=[CH:26][N:27]=[C:28]([NH:31][C:32](=[O:34])[CH3:33])[CH:29]=3)[CH:24]([CH3:35])[O:23][C:21]=2[CH:22]=1)([CH3:4])([CH3:3])[CH3:2], predict the reactants needed to synthesize it. (6) Given the product [N:23]1[CH:24]=[CH:25][C:20]([N:2]2[CH2:3][CH2:4][C:5]3([CH2:6][CH2:7][NH:8][CH2:9][CH2:10]3)[CH2:1]2)=[CH:21][CH:22]=1, predict the reactants needed to synthesize it. The reactants are: [CH2:1]1[C:5]2([CH2:10][CH2:9][N:8](C(OC(C)(C)C)=O)[CH2:7][CH2:6]2)[CH2:4][CH2:3][NH:2]1.Cl.Cl[C:20]1[CH:25]=[CH:24][N:23]=[CH:22][CH:21]=1.C(=O)([O-])N.Cl. (7) Given the product [C:11]([C:8]1[CH:9]=[CH:10][C:5]([CH2:4][NH:3][O:2][CH3:1])=[CH:6][CH:7]=1)([O:13][CH3:14])=[O:12], predict the reactants needed to synthesize it. The reactants are: [CH3:1][O:2][N:3]=[CH:4][C:5]1[CH:10]=[CH:9][C:8]([C:11]([O:13][CH3:14])=[O:12])=[CH:7][CH:6]=1.C([BH3-])#N.[Na+].